From a dataset of Reaction yield outcomes from USPTO patents with 853,638 reactions. Predict the reaction yield, written as a fraction of the theoretical maximum amount of product (1.0 means a 100% yield; for example, 0.34 means a 34% yield). (1) The reactants are [CH2:1]([O:8][C:9]1[C:10](=[O:30])[N:11]([CH2:21][O:22][CH2:23][C:24]2[CH:29]=[CH:28][CH:27]=[CH:26][CH:25]=2)[C:12](=[O:20])[N:13]([CH2:15][CH2:16][N:17]([CH3:19])[CH3:18])[N:14]=1)[C:2]1[CH:7]=[CH:6][CH:5]=[CH:4][CH:3]=1.[F:31][C:32]1[CH:37]=[CH:36][CH:35]=[CH:34][C:33]=1[N:38]1[CH2:43]CNC[CH2:39]1.C(=O)([O-])[O-].[K+].[K+]. No catalyst specified. The product is [CH2:1]([O:8][C:9]1[C:10](=[O:30])[N:11]([CH2:21][O:22][CH2:23][C:24]2[CH:25]=[CH:26][CH:27]=[CH:28][CH:29]=2)[C:12](=[O:20])[N:13]([CH2:15][CH2:16][N:17]2[CH2:19][CH2:43][N:38]([C:33]3[CH:34]=[CH:35][CH:36]=[CH:37][C:32]=3[F:31])[CH2:39][CH2:18]2)[N:14]=1)[C:2]1[CH:7]=[CH:6][CH:5]=[CH:4][CH:3]=1. The yield is 0.770. (2) The reactants are [C:1]([N:4]1[CH2:9][CH2:8][CH:7]([C:10]([N:12]([CH2:21][CH2:22][CH2:23][N:24]2[CH2:29][CH2:28][CH:27]([NH2:30])[CH2:26][CH2:25]2)[C:13]2[CH:18]=[CH:17][C:16]([Cl:19])=[C:15]([Cl:20])[CH:14]=2)=[O:11])[CH2:6][CH2:5]1)(=[O:3])[CH3:2].C(N(CC)CC)C.[F:38][C:39]1[CH:44]=[CH:43][C:42]([S:45](Cl)(=[O:47])=[O:46])=[CH:41][CH:40]=1.C(=O)([O-])O.[Na+]. The catalyst is ClCCl.C1COCC1. The product is [C:1]([N:4]1[CH2:9][CH2:8][CH:7]([C:10]([N:12]([C:13]2[CH:18]=[CH:17][C:16]([Cl:19])=[C:15]([Cl:20])[CH:14]=2)[CH2:21][CH2:22][CH2:23][N:24]2[CH2:25][CH2:26][CH:27]([NH:30][S:45]([C:42]3[CH:43]=[CH:44][C:39]([F:38])=[CH:40][CH:41]=3)(=[O:47])=[O:46])[CH2:28][CH2:29]2)=[O:11])[CH2:6][CH2:5]1)(=[O:3])[CH3:2]. The yield is 0.840. (3) The reactants are O=[CH:2][C@H:3]([NH:5][C:6](=[O:12])[O:7][C:8]([CH3:11])([CH3:10])[CH3:9])[CH3:4].Cl.[NH2:14][OH:15].N1C=CC=CC=1. The catalyst is CO. The product is [OH:15][N:14]=[CH:2][C@H:3]([NH:5][C:6](=[O:12])[O:7][C:8]([CH3:11])([CH3:10])[CH3:9])[CH3:4]. The yield is 0.790. (4) The reactants are [CH2:1]([OH:4])[C:2]#[CH:3].N1C=CN=C1.[CH3:10][C:11]([Si:14](Cl)([CH3:16])[CH3:15])([CH3:13])[CH3:12].O. The catalyst is CN(C=O)C. The product is [C:11]([Si:14]([CH3:16])([CH3:15])[O:4][CH2:1][C:2]#[CH:3])([CH3:13])([CH3:12])[CH3:10]. The yield is 0.329. (5) The reactants are O.[CH3:2][O:3][C:4]1[CH:5]=[C:6](B(O)O)[CH:7]=[N:8][CH:9]=1.I[C:14]1[C@@:18]2([CH3:33])[CH2:19][CH2:20][C@H:21]3[C@H:30]([C@@H:17]2[CH2:16][CH:15]=1)[CH2:29][CH:28]=[C:27]1[C@:22]3([CH3:32])[CH2:23][CH2:24][C:25](=[O:31])[NH:26]1. The catalyst is O1CCOCC1.C1C=CC(P(C2C=CC=CC=2)[C-]2C=CC=C2)=CC=1.C1C=CC(P(C2C=CC=CC=2)[C-]2C=CC=C2)=CC=1.Cl[Pd]Cl.[Fe+2]. The product is [CH3:2][O:3][C:4]1[CH:5]=[C:6]([C:14]2[C@@:18]3([CH3:33])[CH2:19][CH2:20][C@H:21]4[C@H:30]([C@@H:17]3[CH2:16][CH:15]=2)[CH2:29][CH:28]=[C:27]2[C@:22]4([CH3:32])[CH2:23][CH2:24][C:25](=[O:31])[NH:26]2)[CH:7]=[N:8][CH:9]=1. The yield is 0.180.